The task is: Predict which catalyst facilitates the given reaction.. This data is from Catalyst prediction with 721,799 reactions and 888 catalyst types from USPTO. (1) Reactant: [Cl-].[Al+3].[Cl-].[Cl-].[Cl:5][C:6]1[CH:14]=[CH:13][C:9]([C:10](Cl)=[O:11])=[CH:8][CH:7]=1.[NH:15]1[CH:19]=[CH:18][CH:17]=[C:16]1[CH2:20][C:21]#[N:22].Cl. Product: [Cl:5][C:6]1[CH:14]=[CH:13][C:9]([C:10]([C:19]2[NH:15][C:16]([CH2:20][C:21]#[N:22])=[CH:17][CH:18]=2)=[O:11])=[CH:8][CH:7]=1. The catalyst class is: 2. (2) Reactant: [NH:1]1[CH2:6][CH2:5][O:4][CH2:3][CH2:2]1.C(N(CC)CC)C.[O:14]=[C:15]1[C@@H:19]([O:20][C:21](=[O:23])[CH3:22])[CH2:18][C:17](=[O:24])[O:16]1. Product: [C:21]([O:20][CH:19]([CH2:18][C:17]([N:1]1[CH2:6][CH2:5][O:4][CH2:3][CH2:2]1)=[O:24])[C:15]([OH:16])=[O:14])(=[O:23])[CH3:22]. The catalyst class is: 1. (3) Reactant: C1OCCOCCOCCOCCOCCOC1.CCC([O-])(C)C.[K+].C1(C)C=CC=CC=1.[NH:33]1[CH:37]=[CH:36][CH:35]=[CH:34]1.Cl[CH2:39][N:40]1[CH2:44][CH:43]([CH2:45][CH2:46][CH3:47])[CH2:42][C:41]1=[O:48]. Product: [CH2:45]([CH:43]1[CH2:44][N:40]([CH2:39][N:33]2[CH:37]=[CH:36][CH:35]=[CH:34]2)[C:41](=[O:48])[CH2:42]1)[CH2:46][CH3:47]. The catalyst class is: 28. (4) Product: [NH2:1][C:2]1[N:7]=[CH:6][C:5]([C:8]([NH:11][OH:12])=[NH:9])=[CH:4][N:3]=1. The catalyst class is: 8. Reactant: [NH2:1][C:2]1[N:7]=[CH:6][C:5]([C:8]#[N:9])=[CH:4][N:3]=1.Cl.[NH2:11][OH:12].C(=O)([O-])[O-].[K+].[K+]. (5) The catalyst class is: 6. Product: [C:8]1([C:14]2[CH:15]=[C:16]3[C:20](=[CH:21][CH:22]=2)[N:19]([CH2:29][CH2:30][CH2:31][O:32][C:33]([C:46]2[CH:51]=[CH:50][CH:49]=[CH:48][CH:47]=2)([C:34]2[CH:35]=[CH:36][CH:37]=[CH:38][CH:39]=2)[C:40]2[CH:45]=[CH:44][CH:43]=[CH:42][CH:41]=2)[C:18]([C:23]([O:25][CH2:26][CH3:27])=[O:24])=[CH:17]3)[CH:9]=[CH:10][CH:11]=[CH:12][CH:13]=1. Reactant: [H-].[Na+].CN(C=O)C.[C:8]1([C:14]2[CH:15]=[C:16]3[C:20](=[CH:21][CH:22]=2)[NH:19][C:18]([C:23]([O:25][CH2:26][CH3:27])=[O:24])=[CH:17]3)[CH:13]=[CH:12][CH:11]=[CH:10][CH:9]=1.Br[CH2:29][CH2:30][CH2:31][O:32][C:33]([C:46]1[CH:51]=[CH:50][CH:49]=[CH:48][CH:47]=1)([C:40]1[CH:45]=[CH:44][CH:43]=[CH:42][CH:41]=1)[C:34]1[CH:39]=[CH:38][CH:37]=[CH:36][CH:35]=1. (6) Reactant: [CH2:1]([O:8][C:9]1[C:16]([Br:17])=[CH:15][CH:14]=[CH:13][C:10]=1C=O)[C:2]1[CH:7]=[CH:6][CH:5]=[CH:4][CH:3]=1.ClC1C=C(C=CC=1)C(OO)=[O:23]. Product: [CH2:1]([O:8][C:9]1[C:16]([Br:17])=[CH:15][CH:14]=[CH:13][C:10]=1[OH:23])[C:2]1[CH:7]=[CH:6][CH:5]=[CH:4][CH:3]=1. The catalyst class is: 789. (7) Reactant: C(C1C=C([CH2+]=NC2C=C[C:15]([O:16]C3C=CN=C(C(NC)=O)C=3)=[CH:14]C=2F)N(C2C=CC=C(CO)C=2)N=1)(C)(C)C.[C:38]([C:42]1[CH:46]=[C:45]([NH:47][C:48]([NH:50][C:51]2[CH:67]=[CH:66][C:54]([O:55][C:56]3[CH:61]=[CH:60][N:59]=[C:58]([C:62]([NH:64][CH3:65])=[O:63])[CH:57]=3)=[CH:53][C:52]=2[F:68])=[O:49])[N:44]([C:69]2[CH:74]=[CH:73][CH:72]=[C:71]([CH2:75][OH:76])[CH:70]=2)[N:43]=1)([CH3:41])([CH3:40])[CH3:39].C(Cl)(=O)C. Product: [C:15]([O:76][CH2:75][C:71]1[CH:72]=[CH:73][CH:74]=[C:69]([N:44]2[C:45]([NH:47][C:48](=[O:49])[NH:50][C:51]3[CH:67]=[CH:66][C:54]([O:55][C:56]4[CH:61]=[CH:60][N:59]=[C:58]([C:62](=[O:63])[NH:64][CH3:65])[CH:57]=4)=[CH:53][C:52]=3[F:68])=[CH:46][C:42]([C:38]([CH3:41])([CH3:39])[CH3:40])=[N:43]2)[CH:70]=1)(=[O:16])[CH3:14]. The catalyst class is: 4. (8) Product: [NH2:28][CH2:27][C:26]1[CH:29]=[CH:30][C:23]([CH:9]2[N:8]([C:5]3[CH:6]=[CH:7][C:2]([F:1])=[CH:3][CH:4]=3)[C:11](=[O:12])[CH:10]2[CH2:13][CH2:14][CH:15]([OH:22])[C:16]2[CH:17]=[CH:18][CH:19]=[CH:20][CH:21]=2)=[CH:24][CH:25]=1. Reactant: [F:1][C:2]1[CH:7]=[CH:6][C:5]([N:8]2[C:11](=[O:12])[CH:10]([CH2:13][CH2:14][CH:15]([OH:22])[C:16]3[CH:21]=[CH:20][CH:19]=[CH:18][CH:17]=3)[CH:9]2[C:23]2[CH:30]=[CH:29][C:26]([C:27]#[N:28])=[CH:25][CH:24]=2)=[CH:4][CH:3]=1.N.[H][H].ClCCl.CO. The catalyst class is: 171. (9) Reactant: C(O[C:4]([C:6]1[N:11]=[C:10]([CH2:12][CH:13]([CH3:15])[CH3:14])[C:9]2[N:16]=[C:17]([C:19]3[CH:24]=[CH:23][CH:22]=[CH:21][CH:20]=3)[S:18][C:8]=2[C:7]=1[OH:25])=[O:5])C.[NH2:26][CH2:27][C:28]([OH:30])=[O:29]. Product: [OH:25][C:7]1[C:8]2[S:18][C:17]([C:19]3[CH:24]=[CH:23][CH:22]=[CH:21][CH:20]=3)=[N:16][C:9]=2[C:10]([CH2:12][CH:13]([CH3:15])[CH3:14])=[N:11][C:6]=1[C:4]([NH:26][CH2:27][C:28]([OH:30])=[O:29])=[O:5]. The catalyst class is: 779.